Dataset: Rat liver microsome stability data. Task: Regression/Classification. Given a drug SMILES string, predict its absorption, distribution, metabolism, or excretion properties. Task type varies by dataset: regression for continuous measurements (e.g., permeability, clearance, half-life) or binary classification for categorical outcomes (e.g., BBB penetration, CYP inhibition). Dataset: rlm. (1) The drug is O=C(c1cnc2ccc(F)cc2c1N1CCC2(CCCO2)CC1)N1CCN(C(=O)C2CC2)CC1. The result is 1 (stable in rat liver microsomes). (2) The molecule is COc1ccccc1-c1nnc2sc(-c3ccc(N(C)C)cc3)nn12. The result is 1 (stable in rat liver microsomes). (3) The molecule is CCOP(=O)(Cc1ccc(C(=O)Nc2ccc(Br)cc2C#N)cc1)OCC. The result is 0 (unstable in rat liver microsomes). (4) The molecule is CC(C)[C@H](NC(=O)c1ccc(-c2ccc(CSc3nc(O)c4c(n3)CCC4)cc2)o1)C(=O)NCCN. The result is 0 (unstable in rat liver microsomes).